The task is: Predict the product of the given reaction.. This data is from Forward reaction prediction with 1.9M reactions from USPTO patents (1976-2016). (1) Given the reactants FC1C(O[C:9](=[O:36])[C@H:10]([CH2:29][C:30]2[CH:35]=[CH:34][CH:33]=[CH:32][CH:31]=2)[NH:11][C:12]([O:14]CC2C3C(=CC=CC=3)C3C2=CC=CC=3)=O)=C(F)C(F)=C(F)C=1F.C(N(CC)CC)C.C(OC(=O)[NH:54][CH2:55][CH2:56][CH2:57][CH2:58][NH2:59])(C)(C)C.NCC1CCNCC1.C1(=O)[O:75][C:73](=[O:74])[CH2:72][CH2:71][CH2:70]1, predict the reaction product. The product is: [NH2:59][CH2:58][CH2:57][CH2:56][CH2:55][NH:54][C:9]([C@@H:10]([NH:11][C:12]([CH2:70][CH2:71][CH2:72][C:73]([OH:75])=[O:74])=[O:14])[CH2:29][C:30]1[CH:31]=[CH:32][CH:33]=[CH:34][CH:35]=1)=[O:36]. (2) Given the reactants Cl.Cl.[O:3]1[C:7]2[CH:8]=[CH:9][CH:10]=[C:11]([CH:12]3[CH2:17][CH2:16][N:15]([CH2:18][CH2:19][C@H:20]4[CH2:25][CH2:24][C@H:23]([NH2:26])[CH2:22][CH2:21]4)[CH2:14][CH2:13]3)[C:6]=2[CH2:5][CH2:4]1.[CH3:27][O:28][CH:29]([O:35][CH3:36])[CH2:30][C:31](OC)=[O:32], predict the reaction product. The product is: [O:3]1[C:7]2[CH:8]=[CH:9][CH:10]=[C:11]([CH:12]3[CH2:17][CH2:16][N:15]([CH2:18][CH2:19][C@H:20]4[CH2:21][CH2:22][C@H:23]([NH:26][C:31](=[O:32])[CH2:30][CH:29]([O:35][CH3:36])[O:28][CH3:27])[CH2:24][CH2:25]4)[CH2:14][CH2:13]3)[C:6]=2[CH2:5][CH2:4]1. (3) Given the reactants [N:1]1([CH2:6][CH2:7][CH2:8][CH2:9][C:10]2[CH:15]=[CH:14][C:13]([NH2:16])=[CH:12][CH:11]=2)[CH:5]=[CH:4][N:3]=[N:2]1.C[Si](C)(C)[N-][Si](C)(C)C.[Li+].[C:27]([O:31][C:32](O[C:32]([O:31][C:27]([CH3:30])([CH3:29])[CH3:28])=[O:33])=[O:33])([CH3:30])([CH3:29])[CH3:28].[Cl-].[NH4+], predict the reaction product. The product is: [C:27]([O:31][C:32](=[O:33])[NH:16][C:13]1[CH:12]=[CH:11][C:10]([CH2:9][CH2:8][CH2:7][CH2:6][N:1]2[CH:5]=[CH:4][N:3]=[N:2]2)=[CH:15][CH:14]=1)([CH3:30])([CH3:29])[CH3:28].